This data is from Catalyst prediction with 721,799 reactions and 888 catalyst types from USPTO. The task is: Predict which catalyst facilitates the given reaction. (1) Reactant: Cl[C:2]1[C:3]([NH:19][C:20]2[CH:24]=[C:23]([CH:25]3[CH2:27][CH2:26]3)[NH:22][N:21]=2)=[N:4][C:5]([NH:9][C@H:10]([C:12]2[CH:17]=[CH:16][C:15]([F:18])=[CH:14][CH:13]=2)[CH3:11])=[C:6](Cl)[CH:7]=1.CCOCC. Product: [CH:25]1([C:23]2[NH:22][N:21]=[C:20]([NH:19][C:3]3[CH:2]=[CH:7][CH:6]=[C:5]([NH:9][C@H:10]([C:12]4[CH:17]=[CH:16][C:15]([F:18])=[CH:14][CH:13]=4)[CH3:11])[N:4]=3)[CH:24]=2)[CH2:27][CH2:26]1. The catalyst class is: 33. (2) Reactant: [C:1]1([CH3:10])[CH:6]=[CH:5][C:4](B(O)O)=[CH:3][CH:2]=1.I[C:12]1[C:13]([CH3:18])=[N:14][O:15][C:16]=1[CH3:17].C(=O)([O-])[O-].[Na+].[Na+]. Product: [CH3:18][C:13]1[C:12]([C:4]2[CH:5]=[CH:6][C:1]([CH3:10])=[CH:2][CH:3]=2)=[C:16]([CH3:17])[O:15][N:14]=1. The catalyst class is: 77. (3) The catalyst class is: 4. Reactant: [C:1]([OH:5])([CH3:4])([CH3:3])[CH3:2].Cl[S:7]([N:10]=[C:11]=[O:12])(=[O:9])=[O:8].[NH2:13][C:14]1[CH:19]=[CH:18][C:17](/[CH:20]=[CH:21]/[S:22]([N:25]2[CH2:46][CH2:45][C:28]3([N:32]=[C:31]([C:33]4[CH:38]=[CH:37][CH:36]=[C:35]([O:39][C:40]([F:43])([F:42])[F:41])[CH:34]=4)[NH:30][C:29]3=[O:44])[CH2:27][CH2:26]2)(=[O:24])=[O:23])=[C:16]([CH3:47])[CH:15]=1.C(N(CC)CC)C. Product: [C:1]([O:5][C:11]([NH:10][S:7]([NH:13][C:14]1[CH:19]=[CH:18][C:17](/[CH:20]=[CH:21]/[S:22]([N:25]2[CH2:26][CH2:27][C:28]3([N:32]=[C:31]([C:33]4[CH:38]=[CH:37][CH:36]=[C:35]([O:39][C:40]([F:41])([F:43])[F:42])[CH:34]=4)[NH:30][C:29]3=[O:44])[CH2:45][CH2:46]2)(=[O:23])=[O:24])=[C:16]([CH3:47])[CH:15]=1)(=[O:9])=[O:8])=[O:12])([CH3:4])([CH3:3])[CH3:2]. (4) Reactant: C([O:3][C:4](=O)[CH2:5][C@H:6]([O:10][C:11]1[CH:16]=[CH:15][C:14]([O:17][CH3:18])=[C:13]([O:19][CH2:20][CH2:21][CH2:22][O:23][CH3:24])[CH:12]=1)[CH:7]([CH3:9])[CH3:8])C.[Li+].[BH4-].[OH-].[Na+]. Product: [CH3:18][O:17][C:14]1[CH:15]=[CH:16][C:11]([O:10][C@H:6]([CH:7]([CH3:9])[CH3:8])[CH2:5][CH2:4][OH:3])=[CH:12][C:13]=1[O:19][CH2:20][CH2:21][CH2:22][O:23][CH3:24]. The catalyst class is: 1. (5) Reactant: FC(F)OC1C=C2C(=CC=1)N(CCCN(C)C)N=C2[C:19]1[N:24]=[C:23]2[C:25]([C:47]([NH:49][C:50]3([CH3:53])[CH2:52][CH2:51]3)=[O:48])=[CH:26][N:27](C(C3C=CC=CC=3)(C3C=CC=CC=3)C3C=CC=CC=3)[C:22]2=[N:21][CH:20]=1.[F:55][C:56]([F:61])([F:60])[C:57]([OH:59])=[O:58]. Product: [F:55][C:56]([F:61])([F:60])[C:57]([OH:59])=[O:58].[CH3:53][C:50]1([NH:49][C:47]([C:25]2[C:23]3=[N:24][CH:19]=[CH:20][N:21]=[C:22]3[NH:27][CH:26]=2)=[O:48])[CH2:51][CH2:52]1. The catalyst class is: 4. (6) Product: [OH:2][CH2:3][CH2:4][O:5][C:6]1[CH:7]=[CH:8][C:9]2[C:10]3[C:18]([C:19]4[CH:24]=[CH:23][CH:22]=[C:21]([N:25]5[C:34](=[O:35])[C:33]6[C:28](=[CH:29][CH:30]=[CH:31][CH:32]=6)[N:27]=[CH:26]5)[C:20]=4[CH3:36])=[N:17][N:16]=[C:15]([C:37]([NH2:39])=[O:38])[C:11]=3[NH:12][C:13]=2[CH:14]=1. The catalyst class is: 98. Reactant: C[O:2][CH2:3][CH2:4][O:5][C:6]1[CH:7]=[CH:8][C:9]2[C:10]3[C:18]([C:19]4[CH:24]=[CH:23][CH:22]=[C:21]([N:25]5[C:34](=[O:35])[C:33]6[C:28](=[CH:29][CH:30]=[CH:31][CH:32]=6)[N:27]=[CH:26]5)[C:20]=4[CH3:36])=[N:17][N:16]=[C:15]([C:37]([NH2:39])=[O:38])[C:11]=3[NH:12][C:13]=2[CH:14]=1.BrB(Br)Br.ClCCl. (7) Reactant: CC1(C)[O:7][C:6](=[O:8])[C:5](=[CH:9]/[CH:10]=[N:11]/[NH:12][C:13]2[CH:18]=[CH:17][CH:16]=[CH:15][N:14]=2)[C:4](=O)[O:3]1.C[O-].[Na+].Cl. Product: [O:3]=[C:4]1[C:5]([C:6]([OH:7])=[O:8])=[CH:9][CH:10]=[N:11][N:12]1[C:13]1[CH:18]=[CH:17][CH:16]=[CH:15][N:14]=1. The catalyst class is: 5.